Dataset: Tox21: 12 toxicity assays (nuclear receptors and stress response pathways). Task: Binary classification across 12 toxicity assays. (1) The compound is CC(=O)[C@@]1(O)CC[C@H]2[C@@H]3C[C@H](C)C4=CC(=O)CC[C@]4(C)[C@H]3CC[C@@]21C. It tested positive (active) for: NR-AR (Androgen Receptor agonist activity), and NR-AR-LBD (Androgen Receptor Ligand Binding Domain agonist). (2) The molecule is CCCCCCC(=O)O[C@H]1CC[C@H]2[C@@H]3CCc4cc(O)ccc4[C@H]3CC[C@]12C. It tested positive (active) for: NR-AR (Androgen Receptor agonist activity), NR-AR-LBD (Androgen Receptor Ligand Binding Domain agonist), NR-ER (Estrogen Receptor agonist activity), and NR-ER-LBD (Estrogen Receptor Ligand Binding Domain agonist). (3) The drug is CC/C=C\C/C=C\C/C=C\CCCCCCCC(=O)O. It tested positive (active) for: NR-PPAR-gamma (PPAR-gamma nuclear receptor agonist), SR-ARE (Antioxidant Response Element (oxidative stress)), and SR-HSE (Heat Shock Element response). (4) The drug is CCCCC(=O)O[C@]1(C(=O)CO)[C@H](C)C[C@H]2[C@@H]3CCC4=CC(=O)C=C[C@]4(C)[C@@]3(F)[C@@H](O)C[C@@]21C. It tested positive (active) for: NR-AR (Androgen Receptor agonist activity), NR-AR-LBD (Androgen Receptor Ligand Binding Domain agonist), and SR-MMP (Mitochondrial Membrane Potential disruption). (5) The molecule is CC(C)N(C(=O)COc1nnc(C(F)(F)F)s1)c1ccc(F)cc1. It tested positive (active) for: SR-ARE (Antioxidant Response Element (oxidative stress)). (6) It tested positive (active) for: NR-AR (Androgen Receptor agonist activity), and NR-Aromatase (Aromatase enzyme inhibition). The compound is CCCCCCCCC(=O)NCc1ccc(O)c(OC)c1.